This data is from Catalyst prediction with 721,799 reactions and 888 catalyst types from USPTO. The task is: Predict which catalyst facilitates the given reaction. (1) Reactant: [CH2:1]([O:5][C:6]([N:8]1[CH2:13][CH2:12][N:11]([C:14](=[O:45])[C@@H:15]([NH:37]C(OC(C)(C)C)=O)[CH2:16][CH2:17][CH2:18][O:19][Si:20]([C:33]([CH3:36])([CH3:35])[CH3:34])([C:27]2[CH:32]=[CH:31][CH:30]=[CH:29][CH:28]=2)[C:21]2[CH:26]=[CH:25][CH:24]=[CH:23][CH:22]=2)[CH2:10][CH2:9]1)=[O:7])[CH2:2][CH2:3][CH3:4].[ClH:46]. The catalyst class is: 12. Product: [ClH:46].[CH2:1]([O:5][C:6]([N:8]1[CH2:9][CH2:10][N:11]([C:14](=[O:45])[C@@H:15]([NH2:37])[CH2:16][CH2:17][CH2:18][O:19][Si:20]([C:33]([CH3:36])([CH3:35])[CH3:34])([C:27]2[CH:32]=[CH:31][CH:30]=[CH:29][CH:28]=2)[C:21]2[CH:26]=[CH:25][CH:24]=[CH:23][CH:22]=2)[CH2:12][CH2:13]1)=[O:7])[CH2:2][CH2:3][CH3:4]. (2) Reactant: [Br:1][C:2]1[CH:17]=[C:16]([CH3:18])[C:5]([NH:6][C:7]2[CH:12]=[CH:11][CH:10]=[CH:9][C:8]=2[N+:13]([O-])=O)=[C:4]([CH3:19])[CH:3]=1.[BH4-].[Na+]. Product: [Br:1][C:2]1[CH:3]=[C:4]([CH3:19])[C:5]([NH:6][C:7]2[C:8]([NH2:13])=[CH:9][CH:10]=[CH:11][CH:12]=2)=[C:16]([CH3:18])[CH:17]=1. The catalyst class is: 888. (3) The catalyst class is: 23. Product: [CH2:19]([O:18][C:16](=[O:17])[CH2:15][N:7]1[CH2:13][CH2:12][CH2:11][NH:10][CH2:9][CH2:8]1)[CH3:20]. Reactant: C(=O)([O-])[O-].[Na+].[Na+].[NH:7]1[CH2:13][CH2:12][CH2:11][NH:10][CH2:9][CH2:8]1.Br[CH2:15][C:16]([O:18][CH2:19][CH3:20])=[O:17]. (4) Reactant: [NH2:1][C@@H:2]([CH2:6][CH:7]=[CH2:8])[C:3]([OH:5])=[O:4].[OH-].[Na+].O.[CH3:12][C:13]([O:16][C:17](O[C:17]([O:16][C:13]([CH3:15])([CH3:14])[CH3:12])=[O:18])=[O:18])([CH3:15])[CH3:14]. Product: [C:13]([O:16][C:17]([NH:1][C@@H:2]([CH2:6][CH:7]=[CH2:8])[C:3]([OH:5])=[O:4])=[O:18])([CH3:15])([CH3:14])[CH3:12]. The catalyst class is: 1. (5) Reactant: C[O:2][C:3]([C:5]1[C:6]2[CH:7]=[CH:8][CH:9]=[N:10][C:11]=2[C:12]([O:27][CH:28]([C:35]2[CH:40]=[CH:39][CH:38]=[CH:37][CH:36]=2)[C:29]2[CH:34]=[CH:33][CH:32]=[CH:31][CH:30]=2)=[C:13]2[C:17](=[O:18])[N:16]([CH2:19][C:20]3[CH:25]=[CH:24][C:23]([F:26])=[CH:22][CH:21]=3)[CH2:15][C:14]=12)=[O:4].O.[Li+].[OH-]. Product: [CH:28]([O:27][C:12]1[C:11]2[N:10]=[CH:9][CH:8]=[CH:7][C:6]=2[C:5]([C:3]([OH:4])=[O:2])=[C:14]2[CH2:15][N:16]([CH2:19][C:20]3[CH:25]=[CH:24][C:23]([F:26])=[CH:22][CH:21]=3)[C:17](=[O:18])[C:13]=12)([C:35]1[CH:36]=[CH:37][CH:38]=[CH:39][CH:40]=1)[C:29]1[CH:34]=[CH:33][CH:32]=[CH:31][CH:30]=1. The catalyst class is: 7. (6) Reactant: [C:1](/[C:3](/[CH:6](OC)OC)=[CH:4]\[O-])#[N:2].[Na+].Cl.[S:13]1[CH:17]=[C:16]([NH2:18])[C:15]([NH2:19])=[CH:14]1. Product: [NH2:19][C:15]1[C:16]2=[N:18][CH:4]=[C:3]([C:1]#[N:2])[CH:6]=[C:17]2[S:13][CH:14]=1. The catalyst class is: 5. (7) The catalyst class is: 13. Product: [Cl:8][C:4]1[N:3]=[C:2]([N:14]([CH3:13])[CH2:15][CH:16]2[CH2:21][CH2:20][O:19][CH2:18][CH2:17]2)[CH:7]=[N:6][CH:5]=1. Reactant: Cl[C:2]1[CH:7]=[N:6][CH:5]=[C:4]([Cl:8])[N:3]=1.CS(C)=O.[CH3:13][NH:14][CH2:15][CH:16]1[CH2:21][CH2:20][O:19][CH2:18][CH2:17]1. (8) Reactant: Cl[C:2]1[N:7]=[C:6]([C:8]2[CH:17]=[CH:16][C:11]([C:12]([O:14]C)=[O:13])=[CH:10][C:9]=2[C:18]([N:20]2[CH2:29][CH2:28][C:27]3[C:22](=[CH:23][CH:24]=[CH:25][CH:26]=3)[CH2:21]2)=[O:19])[CH:5]=[CH:4][N:3]=1.[CH2:30]([NH:34][CH2:35][CH2:36][CH2:37][CH3:38])[CH2:31][CH2:32][CH3:33].C(=O)([O-])[O-].[K+].[K+]. Product: [CH2:30]([N:34]([CH2:35][CH2:36][CH2:37][CH3:38])[C:2]1[N:7]=[C:6]([C:8]2[CH:17]=[CH:16][C:11]([C:12]([OH:14])=[O:13])=[CH:10][C:9]=2[C:18]([N:20]2[CH2:29][CH2:28][C:27]3[C:22](=[CH:23][CH:24]=[CH:25][CH:26]=3)[CH2:21]2)=[O:19])[CH:5]=[CH:4][N:3]=1)[CH2:31][CH2:32][CH3:33]. The catalyst class is: 3.